Dataset: NCI-60 drug combinations with 297,098 pairs across 59 cell lines. Task: Regression. Given two drug SMILES strings and cell line genomic features, predict the synergy score measuring deviation from expected non-interaction effect. (1) Drug 1: C1CN1P(=S)(N2CC2)N3CC3. Drug 2: COC1=NC(=NC2=C1N=CN2C3C(C(C(O3)CO)O)O)N. Cell line: DU-145. Synergy scores: CSS=23.9, Synergy_ZIP=-1.77, Synergy_Bliss=-3.49, Synergy_Loewe=-38.4, Synergy_HSA=-4.88. (2) Drug 1: CS(=O)(=O)C1=CC(=C(C=C1)C(=O)NC2=CC(=C(C=C2)Cl)C3=CC=CC=N3)Cl. Drug 2: C1=CN(C(=O)N=C1N)C2C(C(C(O2)CO)O)O.Cl. Cell line: OVCAR-5. Synergy scores: CSS=36.4, Synergy_ZIP=-5.96, Synergy_Bliss=3.43, Synergy_Loewe=-8.30, Synergy_HSA=4.54. (3) Drug 1: C(=O)(N)NO. Drug 2: CCC1(CC2CC(C3=C(CCN(C2)C1)C4=CC=CC=C4N3)(C5=C(C=C6C(=C5)C78CCN9C7C(C=CC9)(C(C(C8N6C)(C(=O)OC)O)OC(=O)C)CC)OC)C(=O)OC)O.OS(=O)(=O)O. Cell line: MDA-MB-435. Synergy scores: CSS=4.67, Synergy_ZIP=1.52, Synergy_Bliss=8.59, Synergy_Loewe=-5.09, Synergy_HSA=2.89. (4) Drug 1: CC12CCC3C(C1CCC2O)C(CC4=C3C=CC(=C4)O)CCCCCCCCCS(=O)CCCC(C(F)(F)F)(F)F. Drug 2: CC1=C2C(C(=O)C3(C(CC4C(C3C(C(C2(C)C)(CC1OC(=O)C(C(C5=CC=CC=C5)NC(=O)OC(C)(C)C)O)O)OC(=O)C6=CC=CC=C6)(CO4)OC(=O)C)O)C)O. Cell line: SK-MEL-5. Synergy scores: CSS=7.85, Synergy_ZIP=5.75, Synergy_Bliss=15.0, Synergy_Loewe=5.34, Synergy_HSA=6.40.